From a dataset of Catalyst prediction with 721,799 reactions and 888 catalyst types from USPTO. Predict which catalyst facilitates the given reaction. (1) Reactant: [O:1]1[C:5]2[CH:6]=[CH:7][C:8]([N:10]([CH3:35])[C:11](=[O:34])[C@@H:12]([NH:20][C:21]([NH:23][S:24]([C:27]3[CH:32]=[CH:31][CH:30]=[CH:29][C:28]=3Br)(=[O:26])=[O:25])=[O:22])[CH2:13][C:14]3[CH:19]=[CH:18][CH:17]=[CH:16][CH:15]=3)=[CH:9][C:4]=2[O:3][CH2:2]1.[CH3:36][C:37]1(C)[C:41](C)(C)OB(C(C)=C)O1.C([O-])([O-])=O.[K+].[K+]. Product: [O:1]1[C:5]2[CH:6]=[CH:7][C:8]([N:10]([CH3:35])[C:11](=[O:34])[C@@H:12]([NH:20][C:21]([NH:23][S:24]([C:27]3[CH:32]=[CH:31][CH:30]=[CH:29][C:28]=3[C:37]([CH3:41])=[CH2:36])(=[O:26])=[O:25])=[O:22])[CH2:13][C:14]3[CH:19]=[CH:18][CH:17]=[CH:16][CH:15]=3)=[CH:9][C:4]=2[O:3][CH2:2]1. The catalyst class is: 455. (2) Reactant: [NH2:1][C:2]1[C:6]([CH3:7])=[CH:5][S:4][C:3]=1[C:8]([O:10]C)=[O:9].[OH-].[Na+].CO. Product: [NH2:1][C:2]1[C:6]([CH3:7])=[CH:5][S:4][C:3]=1[C:8]([OH:10])=[O:9]. The catalyst class is: 6. (3) Reactant: [CH3:1][O:2][C:3](=[O:20])[CH2:4][N:5]([C:13]([O:15][C:16]([CH3:19])([CH3:18])[CH3:17])=[O:14])[C:6]1[CH:7]=[N:8][CH:9]=[CH:10][C:11]=1I.[Cl:21][C:22]1[CH:27]=[CH:26][CH:25]=[CH:24][C:23]=1B(O)O. Product: [CH3:1][O:2][C:3](=[O:20])[CH2:4][N:5]([C:13]([O:15][C:16]([CH3:19])([CH3:18])[CH3:17])=[O:14])[C:6]1[CH:7]=[N:8][CH:9]=[CH:10][C:11]=1[C:23]1[CH:24]=[CH:25][CH:26]=[CH:27][C:22]=1[Cl:21]. The catalyst class is: 243. (4) Reactant: O=[C:2]1[C:9]2[CH:8]=[C:7]([C:10]([O:12][CH3:13])=[O:11])[NH:6][C:5]=2[CH2:4][CH2:3]1.[CH3:14][O:15][C:16]1[CH:17]=[C:18]([CH:22]=[CH:23][CH:24]=1)[CH2:19][Mg]Br.ClC1C=C(C=CC=1Cl)/C=C1\CCC2NC(C(OC)=O)=CC\1=2. Product: [CH3:14][O:15][C:16]1[CH:17]=[C:18]([CH:22]=[CH:23][CH:24]=1)[CH2:19][CH:2]1[C:9]2[CH:8]=[C:7]([C:10]([O:12][CH3:13])=[O:11])[NH:6][C:5]=2[CH2:4][CH2:3]1. The catalyst class is: 45. (5) Reactant: [OH-].[K+].[N+:3]([C:6]1[C:7]([N:12]2[CH2:17][CH2:16][CH:15]([C:18]([O:20]CC)=[O:19])[CH2:14][CH2:13]2)=[N:8][CH:9]=[CH:10][CH:11]=1)([O-:5])=[O:4].Cl. Product: [N+:3]([C:6]1[C:7]([N:12]2[CH2:17][CH2:16][CH:15]([C:18]([OH:20])=[O:19])[CH2:14][CH2:13]2)=[N:8][CH:9]=[CH:10][CH:11]=1)([O-:5])=[O:4]. The catalyst class is: 24.